Task: Predict the product of the given reaction.. Dataset: Forward reaction prediction with 1.9M reactions from USPTO patents (1976-2016) (1) Given the reactants [F:1][C:2]1[C:3]([C:9]#N)=[N:4][CH:5]=[C:6]([F:8])[CH:7]=1.CC(C[AlH]CC(C)C)C.Cl.C([O-])(O)=[O:22].[Na+], predict the reaction product. The product is: [F:1][C:2]1[C:3]([CH:9]=[O:22])=[N:4][CH:5]=[C:6]([F:8])[CH:7]=1. (2) Given the reactants [OH:1][C:2]1[CH:15]=[CH:14][C:5]([C:6]([C:8]2[CH:13]=[CH:12][CH:11]=[CH:10][CH:9]=2)=[O:7])=[CH:4][CH:3]=1.[OH-].[Na+].C(Cl)Cl.[CH2:21]([CH:23]1[O:25][CH2:24]1)Cl, predict the reaction product. The product is: [C:6]([C:5]1[CH:4]=[CH:3][C:2]([O:1][CH2:21][CH:23]2[CH2:24][O:25]2)=[CH:15][CH:14]=1)(=[O:7])[C:8]1[CH:13]=[CH:12][CH:11]=[CH:10][CH:9]=1. (3) Given the reactants C(Cl)(=O)OC.C(N(CC)CC)C.[CH2:13]([C:15]1[C:20]([O:21]C(OC)=O)=[CH:19][C:18]([O:26]C(OC)=O)=[C:17]([C:31]2[CH:36]=[CH:35][CH:34]=[C:33]([C:37]3[CH:42]=[CH:41][CH:40]=[CH:39][CH:38]=3)[CH:32]=2)[C:16]=1[CH2:43][CH2:44][O:45][CH3:46])[CH3:14].[BH4-].[Na+].N, predict the reaction product. The product is: [CH2:13]([C:15]1[C:20]([OH:21])=[CH:19][C:18]([OH:26])=[C:17]([C:31]2[CH:36]=[CH:35][CH:34]=[C:33]([C:37]3[CH:42]=[CH:41][CH:40]=[CH:39][CH:38]=3)[CH:32]=2)[C:16]=1[CH2:43][CH2:44][O:45][CH3:46])[CH3:14]. (4) The product is: [NH2:1][C:2]1[N:7]=[C:6]([N:8]2[CH2:20][CH2:19][C:11]3([CH2:15][NH:14][C@H:13]([C:16]([OH:18])=[O:17])[CH2:12]3)[CH2:10][CH2:9]2)[CH:5]=[C:4]([O:21][C@H:22]([C:27]2[CH:32]=[CH:31][C:30]([C:33]3[CH:38]=[CH:37][C:36]([O:39][CH2:40][CH2:41][CH3:49])=[CH:35][CH:34]=3)=[CH:29][C:28]=2[C:43]2[CH:44]=[CH:45][CH:46]=[CH:47][CH:48]=2)[C:23]([F:24])([F:26])[F:25])[N:3]=1. Given the reactants [NH2:1][C:2]1[N:7]=[C:6]([N:8]2[CH2:20][CH2:19][C:11]3([CH2:15][NH:14][C@H:13]([C:16]([OH:18])=[O:17])[CH2:12]3)[CH2:10][CH2:9]2)[CH:5]=[C:4]([O:21][C@H:22]([C:27]2[CH:32]=[CH:31][C:30]([C:33]3[CH:38]=[CH:37][C:36]([O:39][CH:40](C)[CH3:41])=[CH:35][CH:34]=3)=[CH:29][C:28]=2[C:43]2[CH:48]=[CH:47][CH:46]=[CH:45][CH:44]=2)[C:23]([F:26])([F:25])[F:24])[N:3]=1.[CH:49](OC1C=CC(B(O)O)=CC=1)(C)C, predict the reaction product.